Dataset: Catalyst prediction with 721,799 reactions and 888 catalyst types from USPTO. Task: Predict which catalyst facilitates the given reaction. (1) Reactant: CS([C:5]1[N:10]=[C:9]([C:11]2[CH:16]=[CH:15][C:14]([C:17]([F:20])([F:19])[F:18])=[CH:13][CH:12]=2)[CH:8]=[CH:7][N:6]=1)(=O)=O.C(N(CC)C(C)C)(C)C.[CH2:30]([NH:34][CH2:35][C:36]1[CH:48]=[CH:47][C:39]([O:40][CH2:41][C:42]([O:44][CH2:45][CH3:46])=[O:43])=[C:38]([CH3:49])[CH:37]=1)[CH2:31][CH2:32][CH3:33]. Product: [CH2:30]([N:34]([CH2:35][C:36]1[CH:48]=[CH:47][C:39]([O:40][CH2:41][C:42]([O:44][CH2:45][CH3:46])=[O:43])=[C:38]([CH3:49])[CH:37]=1)[C:5]1[N:10]=[C:9]([C:11]2[CH:16]=[CH:15][C:14]([C:17]([F:20])([F:19])[F:18])=[CH:13][CH:12]=2)[CH:8]=[CH:7][N:6]=1)[CH2:31][CH2:32][CH3:33]. The catalyst class is: 2. (2) Reactant: [CH2:1]([OH:8])[CH2:2][CH2:3][CH2:4][CH2:5][CH2:6][OH:7].[CH3:9][S:10](Cl)(=[O:12])=[O:11]. Product: [CH3:9][S:10]([O:7][CH2:6][CH2:5][CH2:4][CH2:3][CH2:2][CH2:1][O:8][S:10]([CH3:9])(=[O:12])=[O:11])(=[O:12])=[O:11]. The catalyst class is: 17. (3) Reactant: [N:1]1[C:5]2[CH:6]=[CH:7][CH:8]=[N:9][C:4]=2[NH:3][CH:2]=1.[H-].[Na+].[CH2:12](OS(OCC)(=O)=O)[CH3:13]. The catalyst class is: 9. Product: [CH2:12]([N:1]1[C:5]2[C:4](=[N:9][CH:8]=[CH:7][CH:6]=2)[N:3]=[CH:2]1)[CH3:13]. (4) Reactant: [F:1][C:2]1[CH:3]=[C:4]([CH:11]([CH3:17])[C:12]([O:14][CH2:15][CH3:16])=[O:13])[CH:5]=[N:6][C:7]=1[N+:8]([O-])=O.[H][H]. Product: [NH2:8][C:7]1[N:6]=[CH:5][C:4]([CH:11]([CH3:17])[C:12]([O:14][CH2:15][CH3:16])=[O:13])=[CH:3][C:2]=1[F:1]. The catalyst class is: 63. (5) Reactant: [Cl:1][C:2]1[CH:3]=[C:4]([NH:14][CH:15]2[CH2:20][CH2:19][O:18][CH2:17][CH2:16]2)[C:5]([O:12][CH3:13])=[C:6]([CH:11]=1)[C:7]([O:9][CH3:10])=[O:8].C=O.[C:23](O)(=O)C.C(O[BH-](OC(=O)C)OC(=O)C)(=O)C.[Na+].C([O-])(O)=O.[Na+]. Product: [Cl:1][C:2]1[CH:3]=[C:4]([N:14]([CH3:23])[CH:15]2[CH2:20][CH2:19][O:18][CH2:17][CH2:16]2)[C:5]([O:12][CH3:13])=[C:6]([CH:11]=1)[C:7]([O:9][CH3:10])=[O:8]. The catalyst class is: 325. (6) Reactant: [Cl:1][C:2]1[CH:7]=[CH:6][N:5]=[C:4]([CH3:8])[CH:3]=1.[CH3:9][O:10][C:11]1[CH:21]=[CH:20][C:14]([C:15](OCC)=[O:16])=[CH:13][CH:12]=1.C[Si]([N-][Si](C)(C)C)(C)C.[Li+]. Product: [Cl:1][C:2]1[CH:7]=[CH:6][N:5]=[C:4]([CH2:8][C:15]([C:14]2[CH:20]=[CH:21][C:11]([O:10][CH3:9])=[CH:12][CH:13]=2)=[O:16])[CH:3]=1. The catalyst class is: 7. (7) Reactant: [Cl:1][C:2]1[CH:3]=[C:4]2[C:9](=[C:10]([C:12]([O-])=[O:13])[CH:11]=1)[O:8][C:7]([CH3:16])([CH3:15])[CH2:6][CH2:5]2.CC(C[AlH]CC(C)C)C.[OH-].[Na+].CC(OI1(OC(C)=O)(OC(C)=O)OC(=O)C2C=CC=CC1=2)=O. Product: [Cl:1][C:2]1[CH:3]=[C:4]2[C:9](=[C:10]([CH:12]=[O:13])[CH:11]=1)[O:8][C:7]([CH3:16])([CH3:15])[CH2:6][CH2:5]2. The catalyst class is: 34.